Dataset: Full USPTO retrosynthesis dataset with 1.9M reactions from patents (1976-2016). Task: Predict the reactants needed to synthesize the given product. (1) Given the product [CH:1]1([C:41]2[CH:46]=[C:45]([N+:47]([O-:49])=[O:48])[CH:44]=[CH:43][N:42]=2)[CH2:3][CH2:2]1, predict the reactants needed to synthesize it. The reactants are: [CH:1]1([B-](F)(F)F)[CH2:3][CH2:2]1.[K+].C12(C(C34CC5CC(CC(C5)C3)C4)CCCP)CC3CC(CC(C3)C1)C2.C([O-])([O-])=O.[Cs+].[Cs+].Cl[C:41]1[CH:46]=[C:45]([N+:47]([O-:49])=[O:48])[CH:44]=[CH:43][N:42]=1. (2) Given the product [C:18]([N:10]1[C:11]([CH3:14])([CH3:13])[CH2:12][N:8]([CH2:7][C:6]2[CH:16]=[CH:17][C:3]([O:2][CH3:1])=[CH:4][CH:5]=2)[C:9]1=[O:15])(=[O:25])[C:19]1[CH:24]=[CH:23][CH:22]=[CH:21][CH:20]=1, predict the reactants needed to synthesize it. The reactants are: [CH3:1][O:2][C:3]1[CH:17]=[CH:16][C:6]([CH2:7][N:8]2[CH2:12][C:11]([CH3:14])([CH3:13])[NH:10][C:9]2=[O:15])=[CH:5][CH:4]=1.[C:18](Cl)(=[O:25])[C:19]1[CH:24]=[CH:23][CH:22]=[CH:21][CH:20]=1. (3) Given the product [CH3:14][C:11]1[CH:12]=[CH:13][C:8]([NH:7][CH:4]2[CH2:5][CH2:6][N:1]([CH2:16][CH2:17][C:18]3([C:24]([O:26][CH2:27][C:28]4[CH:29]=[CH:30][CH:31]=[CH:32][CH:33]=4)=[O:25])[CH2:23][CH2:22][CH2:21][CH2:20][CH2:19]3)[CH2:2][CH2:3]2)=[N:9][CH:10]=1, predict the reactants needed to synthesize it. The reactants are: [NH:1]1[CH2:6][CH2:5][CH:4]([NH:7][C:8]2[CH:13]=[CH:12][C:11]([CH3:14])=[CH:10][N:9]=2)[CH2:3][CH2:2]1.O=[CH:16][CH2:17][C:18]1([C:24]([O:26][CH2:27][C:28]2[CH:33]=[CH:32][CH:31]=[CH:30][CH:29]=2)=[O:25])[CH2:23][CH2:22][CH2:21][CH2:20][CH2:19]1.C(O[BH-](OC(=O)C)OC(=O)C)(=O)C.C(=O)(O)[O-].[Na+]. (4) Given the product [O-:25][N+:14]1[C:15]2[CH:24]=[C:23]3[C:19](=[CH:18][C:16]=2[N:17]=[C:12]([NH:7][CH2:6][CH2:5][N:4]([CH2:8][CH2:9][CH3:10])[CH2:1][CH2:2][CH3:3])[N:13]=1)[CH2:20][CH2:21][CH2:22]3, predict the reactants needed to synthesize it. The reactants are: [CH2:1]([N:4]([CH2:8][CH2:9][CH3:10])[CH2:5][CH2:6][NH2:7])[CH2:2][CH3:3].Cl[C:12]1[N:13]=[N+:14]([O-:25])[C:15]2[CH:24]=[C:23]3[C:19]([CH2:20][CH2:21][CH2:22]3)=[CH:18][C:16]=2[N:17]=1. (5) Given the product [Br:4][C:5]1[CH:14]=[CH:13][CH:12]=[C:11]2[C:6]=1[N:7]=[C:8]([NH:17][C:18]([CH3:21])([CH3:20])[CH3:19])[C:9]([CH:15]([OH:16])[CH3:1])=[N:10]2, predict the reactants needed to synthesize it. The reactants are: [CH3:1][Mg]Br.[Br:4][C:5]1[CH:14]=[CH:13][CH:12]=[C:11]2[C:6]=1[N:7]=[C:8]([NH:17][C:18]([CH3:21])([CH3:20])[CH3:19])[C:9]([CH:15]=[O:16])=[N:10]2.O. (6) Given the product [CH2:36]([N:43]1[CH2:48][CH2:47][C:46]([NH:50][C:24]([C:10]2[C:11]3[C:16]([CH3:17])=[N:15][N:14]([CH:18]4[CH2:23][CH2:22][CH2:21][CH2:20][O:19]4)[C:12]=3[N:13]=[C:8]([C:5]3[CH:6]=[CH:7][C:2]([OH:1])=[CH:3][CH:4]=3)[CH:9]=2)=[O:26])([CH3:49])[CH2:45][CH2:44]1)[C:37]1[CH:38]=[CH:39][CH:40]=[CH:41][CH:42]=1, predict the reactants needed to synthesize it. The reactants are: [OH:1][C:2]1[CH:7]=[CH:6][C:5]([C:8]2[CH:9]=[C:10]([C:24]([OH:26])=O)[C:11]3[C:16]([CH3:17])=[N:15][N:14]([CH:18]4[CH2:23][CH2:22][CH2:21][CH2:20][O:19]4)[C:12]=3[N:13]=2)=[CH:4][CH:3]=1.CCN(C(C)C)C(C)C.[CH2:36]([N:43]1[CH2:48][CH2:47][C:46]([NH2:50])([CH3:49])[CH2:45][CH2:44]1)[C:37]1[CH:42]=[CH:41][CH:40]=[CH:39][CH:38]=1.O.